From a dataset of Full USPTO retrosynthesis dataset with 1.9M reactions from patents (1976-2016). Predict the reactants needed to synthesize the given product. Given the product [OH:4][C@H:3]([CH3:5])[C@H:2]([NH:1][C:9](=[O:10])[O:11][C:12]([CH3:15])([CH3:14])[CH3:13])[C:6]([N:52]1[CH2:57][CH2:56][O:55][CH2:54][CH2:53]1)=[O:8], predict the reactants needed to synthesize it. The reactants are: [NH:1]([C:9]([O:11][C:12]([CH3:15])([CH3:14])[CH3:13])=[O:10])[C@H:2]([C:6]([OH:8])=O)[C@@H:3]([CH3:5])[OH:4].F[P-](F)(F)(F)(F)F.N1(O[P+](N(C)C)(N(C)C)N(C)C)C2C=CC=CC=2N=N1.CCN(C(C)C)C(C)C.[NH:52]1[CH2:57][CH2:56][O:55][CH2:54][CH2:53]1.